From a dataset of Forward reaction prediction with 1.9M reactions from USPTO patents (1976-2016). Predict the product of the given reaction. (1) The product is: [OH:13][N:3]1[C:4]([CH3:11])([CH3:10])[CH2:5][CH:6]([CH2:8][OH:9])[CH2:7][C:2]1([CH3:12])[CH3:1]. Given the reactants [CH3:1][C:2]1([CH3:12])[CH2:7][CH:6]([CH2:8][OH:9])[CH2:5][C:4]([CH3:11])([CH3:10])[NH:3]1.[OH:13]O, predict the reaction product. (2) Given the reactants Cl.[CH2:2]([NH:9][C:10]1[C:15]([NH:16][NH2:17])=[N:14][C:13]2=[N:18][O:19][N:20]=[C:12]2[N:11]=1)[C:3]1[CH:8]=[CH:7][CH:6]=[CH:5][CH:4]=1.[NH:21]1[C:29]2[C:24](=[CH:25][CH:26]=[CH:27][CH:28]=2)[C:23]([CH:30]=O)=[CH:22]1, predict the reaction product. The product is: [CH2:2]([NH:9][C:10]1[C:15]([NH:16][N:17]=[CH:30][C:23]2[C:24]3[C:29](=[CH:28][CH:27]=[CH:26][CH:25]=3)[NH:21][CH:22]=2)=[N:14][C:13]2=[N:18][O:19][N:20]=[C:12]2[N:11]=1)[C:3]1[CH:4]=[CH:5][CH:6]=[CH:7][CH:8]=1. (3) Given the reactants [H-].[Na+].[NH2:3][C@H:4]1[CH2:8][CH2:7][C@H:6]([OH:9])[CH2:5]1.F[C:11]1[CH:12]=[C:13]2[C:18](=[CH:19][CH:20]=1)[C:17](=[O:21])[N:16]([CH2:22][C:23]1[CH:28]=[CH:27][C:26]([O:29][CH3:30])=[CH:25][CH:24]=1)[CH:15]=[CH:14]2.O, predict the reaction product. The product is: [CH3:30][O:29][C:26]1[CH:25]=[CH:24][C:23]([CH2:22][N:16]2[CH:15]=[CH:14][C:13]3[C:18](=[CH:19][CH:20]=[C:11]([O:9][C@H:6]4[CH2:7][CH2:8][C@H:4]([NH2:3])[CH2:5]4)[CH:12]=3)[C:17]2=[O:21])=[CH:28][CH:27]=1. (4) Given the reactants Br[CH2:2][CH2:3][N:4]1[C:8]([CH2:9]O)=[CH:7][C:6]([N+:11]([O-:13])=[O:12])=[N:5]1.[CH3:14][NH2:15], predict the reaction product. The product is: [CH3:14][N:15]1[CH2:2][CH2:3][N:4]2[N:5]=[C:6]([N+:11]([O-:13])=[O:12])[CH:7]=[C:8]2[CH2:9]1. (5) Given the reactants [C:1]([C:3]1[CH:8]=[CH:7][N:6]=[CH:5][CH:4]=1)#[N:2].S(=O)(=O)(O)O.[CH3:14][O:15][C:16]1[C:24]2[O:23][C:22]([CH3:26])([CH3:25])[CH2:21][C:20]=2[CH:19]=[C:18]([CH:27]=[C:28]([CH3:30])[CH3:29])[CH:17]=1, predict the reaction product. The product is: [CH3:14][O:15][C:16]1[CH:17]=[C:18]2[C:19](=[C:20]3[CH2:21][C:22]([CH3:26])([CH3:25])[O:23][C:24]=13)[C:1]([C:3]1[CH:8]=[CH:7][N:6]=[CH:5][CH:4]=1)=[N:2][C:28]([CH3:30])([CH3:29])[CH2:27]2.